From a dataset of Reaction yield outcomes from USPTO patents with 853,638 reactions. Predict the reaction yield, written as a fraction of the theoretical maximum amount of product (1.0 means a 100% yield; for example, 0.34 means a 34% yield). (1) The reactants are [N:1]1[C:10]2[C:5](=[CH:6][CH:7]=[CH:8][C:9]=2[O:11][C@H:12]([CH3:17])[C:13]([O:15]C)=O)[CH:4]=[CH:3][CH:2]=1.[NH2:18][CH2:19][C@H:20]([OH:31])[CH2:21][N:22]1[CH2:30][C:29]2[C:24](=[CH:25][CH:26]=[CH:27][CH:28]=2)[CH2:23]1. The catalyst is CCO. The product is [OH:31][C@H:20]([CH2:21][N:22]1[CH2:23][C:24]2[C:29](=[CH:28][CH:27]=[CH:26][CH:25]=2)[CH2:30]1)[CH2:19][NH:18][C:13](=[O:15])[C@H:12]([O:11][C:9]1[CH:8]=[CH:7][CH:6]=[C:5]2[C:10]=1[N:1]=[CH:2][CH:3]=[CH:4]2)[CH3:17]. The yield is 0.0880. (2) The reactants are Br[C:2]1[N:7]=[N:6][C:5]([NH2:8])=[N:4][C:3]=1[C:9]1[CH:14]=[CH:13][CH:12]=[CH:11][CH:10]=1.[F:15][C:16]1[CH:17]=[C:18](B(O)O)[CH:19]=[C:20]([F:23])[C:21]=1[F:22]. No catalyst specified. The product is [C:9]1([C:3]2[N:4]=[C:5]([NH2:8])[N:6]=[N:7][C:2]=2[C:18]2[CH:17]=[C:16]([F:15])[C:21]([F:22])=[C:20]([F:23])[CH:19]=2)[CH:14]=[CH:13][CH:12]=[CH:11][CH:10]=1. The yield is 0.370. (3) The catalyst is C(Cl)Cl. The reactants are [NH:1]1[C:5]2=[C:6]3[C:10](=[C:11]([C:13]([NH2:15])=[O:14])[CH:12]=[C:4]2[CH2:3][CH2:2]1)[NH:9][CH:8]=[CH:7]3.CCN(CC)CC.[C:23](Cl)(=[O:26])[CH:24]=[CH2:25]. The yield is 0.630. The product is [C:23]([N:1]1[C:5]2=[C:6]3[C:10](=[C:11]([C:13]([NH2:15])=[O:14])[CH:12]=[C:4]2[CH2:3][CH2:2]1)[NH:9][CH:8]=[CH:7]3)(=[O:26])[CH:24]=[CH2:25]. (4) The reactants are [F:1][C:2]1[CH:32]=[CH:31][C:5]([C:6]([NH:8][C:9]2[C:17]3[C:12](=[CH:13][C:14]([CH:18]4[O:23][CH2:22][CH2:21][N:20](C(OC(C)(C)C)=O)[CH2:19]4)=[CH:15][CH:16]=3)[NH:11][N:10]=2)=[O:7])=[CH:4][CH:3]=1.[ClH:33].CCOCC. The catalyst is O1CCOCC1. The product is [ClH:33].[F:1][C:2]1[CH:32]=[CH:31][C:5]([C:6]([NH:8][C:9]2[C:17]3[C:12](=[CH:13][C:14]([CH:18]4[O:23][CH2:22][CH2:21][NH:20][CH2:19]4)=[CH:15][CH:16]=3)[NH:11][N:10]=2)=[O:7])=[CH:4][CH:3]=1. The yield is 0.660. (5) The reactants are [NH2:1][CH2:2][CH2:3][O:4][C:5]1[CH:10]=[CH:9][C:8]([C:11]2[N:12]([CH2:24][CH3:25])[C:13]3[C:18]([C:19]=2[C:20]#[N:21])=[CH:17][CH:16]=[C:15]([O:22][CH3:23])[CH:14]=3)=[CH:7][CH:6]=1.[CH3:26][S:27](Cl)(=[O:29])=[O:28]. The catalyst is N1C=CC=CC=1. The product is [C:20]([C:19]1[C:18]2[C:13](=[CH:14][C:15]([O:22][CH3:23])=[CH:16][CH:17]=2)[N:12]([CH2:24][CH3:25])[C:11]=1[C:8]1[CH:9]=[CH:10][C:5]([O:4][CH2:3][CH2:2][NH:1][S:27]([CH3:26])(=[O:29])=[O:28])=[CH:6][CH:7]=1)#[N:21]. The yield is 0.860. (6) The reactants are Br[CH2:2][CH2:3][O:4][CH2:5][CH2:6][O:7][CH3:8].[OH:9][C:10]1[CH:18]=[CH:17][CH:16]=[C:15]2[C:11]=1[C:12](=[O:29])[N:13]([CH2:20][C:21]1[CH:26]=[CH:25][C:24]([O:27][CH3:28])=[CH:23][CH:22]=1)[C:14]2=[O:19].C(=O)([O-])[O-].[K+].[K+].[I-].[K+]. The catalyst is CN(C=O)C. The product is [CH3:28][O:27][C:24]1[CH:25]=[CH:26][C:21]([CH2:20][N:13]2[C:12](=[O:29])[C:11]3[C:15](=[CH:16][CH:17]=[CH:18][C:10]=3[O:9][CH2:2][CH2:3][O:4][CH2:5][CH2:6][O:7][CH3:8])[C:14]2=[O:19])=[CH:22][CH:23]=1. The yield is 0.730. (7) The reactants are [Br:1][C:2]1[CH:14]=[CH:13][C:12]2[C:11]3[C:6](=[CH:7][C:8]([Br:15])=[CH:9][CH:10]=3)[CH2:5][C:4]=2[CH:3]=1.[H-].[Na+].[O:18]1[CH2:22][CH2:21][O:20][C:19]1([CH2:30][CH2:31]CS([O-])(=O)=O)[CH2:23][CH2:24]CS([O-])(=O)=O. The catalyst is C1COCC1. The product is [Br:1][C:2]1[CH:14]=[CH:13][C:12]2[C:11]3[C:6]([C:5]4([CH2:31][CH2:30][C:19]5([O:20][CH2:21][CH2:22][O:18]5)[CH2:23][CH2:24]4)[C:4]=2[CH:3]=1)=[CH:7][C:8]([Br:15])=[CH:9][CH:10]=3. The yield is 0.760. (8) The reactants are [F:1][C:2]1[CH:7]=[C:6]([C:8]([F:11])([F:10])[F:9])[CH:5]=[CH:4][C:3]=1[CH:12]=[CH:13][C:14]([NH2:16])=[O:15].[Cl:17][CH2:18][C:19]([CH2:21]Cl)=O. The catalyst is C1(C)C=CC=CC=1. The product is [Cl:17][CH2:18][C:19]1[N:16]=[C:14]([CH:13]=[CH:12][C:3]2[CH:4]=[CH:5][C:6]([C:8]([F:11])([F:10])[F:9])=[CH:7][C:2]=2[F:1])[O:15][CH:21]=1. The yield is 0.230. (9) The reactants are [CH2:1]([O:8][C:9]1[CH:16]=[CH:15][C:12]([CH:13]=O)=[CH:11][CH:10]=1)[C:2]1[CH:7]=[CH:6][CH:5]=[CH:4][CH:3]=1.C[O-].[Na+].[N+:20]([CH3:23])([O-:22])=[O:21].Cl. The catalyst is CO. The product is [CH2:1]([O:8][C:9]1[CH:16]=[CH:15][C:12](/[CH:13]=[CH:23]/[N+:20]([O-:22])=[O:21])=[CH:11][CH:10]=1)[C:2]1[CH:7]=[CH:6][CH:5]=[CH:4][CH:3]=1. The yield is 1.00.